Dataset: NCI-60 drug combinations with 297,098 pairs across 59 cell lines. Task: Regression. Given two drug SMILES strings and cell line genomic features, predict the synergy score measuring deviation from expected non-interaction effect. (1) Drug 1: CNC(=O)C1=NC=CC(=C1)OC2=CC=C(C=C2)NC(=O)NC3=CC(=C(C=C3)Cl)C(F)(F)F. Drug 2: CN1C=C(C=N1)C2=C3N=C(C(=C(N3N=C2)N)Br)C4CCCNC4. Cell line: HCT116. Synergy scores: CSS=67.6, Synergy_ZIP=2.49, Synergy_Bliss=3.76, Synergy_Loewe=2.26, Synergy_HSA=6.47. (2) Cell line: IGROV1. Drug 1: CC1OCC2C(O1)C(C(C(O2)OC3C4COC(=O)C4C(C5=CC6=C(C=C35)OCO6)C7=CC(=C(C(=C7)OC)O)OC)O)O. Drug 2: C1=CC(=CC=C1CC(C(=O)O)N)N(CCCl)CCCl.Cl. Synergy scores: CSS=41.1, Synergy_ZIP=4.99, Synergy_Bliss=4.87, Synergy_Loewe=6.23, Synergy_HSA=10.6. (3) Synergy scores: CSS=0.771, Synergy_ZIP=3.54, Synergy_Bliss=-5.35, Synergy_Loewe=-5.24, Synergy_HSA=-3.01. Drug 2: C1C(C(OC1N2C=NC3=C2NC=NCC3O)CO)O. Drug 1: C1CNP(=O)(OC1)N(CCCl)CCCl. Cell line: HCT116. (4) Drug 1: C1=CC=C(C=C1)NC(=O)CCCCCCC(=O)NO. Drug 2: CC1CCCC2(C(O2)CC(NC(=O)CC(C(C(=O)C(C1O)C)(C)C)O)C(=CC3=CSC(=N3)C)C)C. Cell line: MDA-MB-435. Synergy scores: CSS=60.7, Synergy_ZIP=0.692, Synergy_Bliss=0.683, Synergy_Loewe=-11.5, Synergy_HSA=0.503. (5) Drug 1: C1C(C(OC1N2C=NC3=C(N=C(N=C32)Cl)N)CO)O. Drug 2: COCCOC1=C(C=C2C(=C1)C(=NC=N2)NC3=CC=CC(=C3)C#C)OCCOC.Cl. Cell line: HL-60(TB). Synergy scores: CSS=75.8, Synergy_ZIP=-0.291, Synergy_Bliss=-4.63, Synergy_Loewe=-24.1, Synergy_HSA=-3.48. (6) Drug 1: CC1CCC2CC(C(=CC=CC=CC(CC(C(=O)C(C(C(=CC(C(=O)CC(OC(=O)C3CCCCN3C(=O)C(=O)C1(O2)O)C(C)CC4CCC(C(C4)OC)O)C)C)O)OC)C)C)C)OC. Drug 2: C(CCl)NC(=O)N(CCCl)N=O. Cell line: DU-145. Synergy scores: CSS=27.3, Synergy_ZIP=-8.50, Synergy_Bliss=-0.284, Synergy_Loewe=-19.9, Synergy_HSA=0.217. (7) Cell line: SF-295. Drug 1: CS(=O)(=O)C1=CC(=C(C=C1)C(=O)NC2=CC(=C(C=C2)Cl)C3=CC=CC=N3)Cl. Synergy scores: CSS=3.33, Synergy_ZIP=-0.414, Synergy_Bliss=2.08, Synergy_Loewe=-0.0236, Synergy_HSA=1.02. Drug 2: C1=CC=C(C(=C1)C(C2=CC=C(C=C2)Cl)C(Cl)Cl)Cl.